From a dataset of Catalyst prediction with 721,799 reactions and 888 catalyst types from USPTO. Predict which catalyst facilitates the given reaction. (1) Reactant: [CH3:1][O:2][C:3](=[O:23])[CH2:4][CH2:5][NH:6][C:7](=[O:22])[C:8]1[CH:13]=[CH:12][C:11]([CH:14]([OH:21])[CH2:15][CH2:16][C:17]([CH3:20])([CH3:19])[CH3:18])=[CH:10][CH:9]=1.[Cl:24][C:25]1[N:30]=[CH:29][C:28](O)=[CH:27][CH:26]=1.C(P(CCCC)CCCC)CCC.N(C(N1CCCCC1)=O)=NC(N1CCCCC1)=O. Product: [CH3:1][O:2][C:3](=[O:23])[CH2:4][CH2:5][NH:6][C:7](=[O:22])[C:8]1[CH:13]=[CH:12][C:11]([CH:14]([O:21][C:28]2[CH:29]=[N:30][C:25]([Cl:24])=[CH:26][CH:27]=2)[CH2:15][CH2:16][C:17]([CH3:18])([CH3:19])[CH3:20])=[CH:10][CH:9]=1. The catalyst class is: 11. (2) Reactant: Cl[C:2]1[C:11]([Cl:12])=[N:10][C:9]2[C:4](=[CH:5][CH:6]=[C:7]([N+:13]([O-:15])=[O:14])[CH:8]=2)[N:3]=1.[F:16][C:17]([F:27])([F:26])[CH:18]([C:20]1[CH:21]=[N:22][CH:23]=[CH:24][CH:25]=1)[OH:19].[H-].[Na+].[Cl-].[NH4+]. Product: [Cl:12][C:11]1[C:2]([O:19][CH:18]([C:20]2[CH:21]=[N:22][CH:23]=[CH:24][CH:25]=2)[C:17]([F:16])([F:26])[F:27])=[N:3][C:4]2[C:9]([N:10]=1)=[CH:8][C:7]([N+:13]([O-:15])=[O:14])=[CH:6][CH:5]=2. The catalyst class is: 1. (3) Reactant: [C:1]([O:5][C:6]([NH:8][C@H:9]([C:17]([OH:19])=[O:18])[CH2:10][C:11]1[CH:12]=[N:13][CH:14]=[CH:15][CH:16]=1)=[O:7])([CH3:4])([CH3:3])[CH3:2].CO.[CH2:22](Cl)CCl. Product: [C:1]([O:5][C:6]([NH:8][C@H:9]([C:17]([O:19][CH3:22])=[O:18])[CH2:10][C:11]1[CH:12]=[N:13][CH:14]=[CH:15][CH:16]=1)=[O:7])([CH3:4])([CH3:2])[CH3:3]. The catalyst class is: 154. (4) Reactant: [OH:1][C:2]1[C:14]2[C:13]3[C:8](=[CH:9][C:10]([CH:15]=[O:16])=[CH:11][CH:12]=3)[C:7](=[O:17])[C:6]=2[CH:5]=[CH:4][CH:3]=1.C(N(CC)CC)C.[C:25](Cl)(=[O:27])[CH3:26]. Product: [C:25]([O:1][C:2]1[C:14]2[C:13]3[C:8](=[CH:9][C:10]([CH:15]=[O:16])=[CH:11][CH:12]=3)[C:7](=[O:17])[C:6]=2[CH:5]=[CH:4][CH:3]=1)(=[O:27])[CH3:26]. The catalyst class is: 1.